Dataset: CYP2C19 inhibition data for predicting drug metabolism from PubChem BioAssay. Task: Regression/Classification. Given a drug SMILES string, predict its absorption, distribution, metabolism, or excretion properties. Task type varies by dataset: regression for continuous measurements (e.g., permeability, clearance, half-life) or binary classification for categorical outcomes (e.g., BBB penetration, CYP inhibition). Dataset: cyp2c19_veith. (1) The molecule is NC(N)=NC(=O)c1nc(Cl)c(N)nc1N. The result is 0 (non-inhibitor). (2) The compound is CC(C)Oc1ccc(C(=O)Nc2ccc(NC(=O)c3ccco3)c(Cl)c2)cc1. The result is 1 (inhibitor).